From a dataset of Reaction yield outcomes from USPTO patents with 853,638 reactions. Predict the reaction yield, written as a fraction of the theoretical maximum amount of product (1.0 means a 100% yield; for example, 0.34 means a 34% yield). (1) The catalyst is CN(C=O)C. The yield is 0.610. The reactants are [F:1][C:2]([F:19])([F:18])[C:3]1[CH:4]=[C:5]([C:13]2[N:17]=[CH:16][NH:15][N:14]=2)[CH:6]=[C:7]([C:9]([F:12])([F:11])[F:10])[CH:8]=1.C1N2CCN(CC2)C1.I/[CH:29]=[CH:30]\[C:31]([O:33][CH:34]([CH3:36])[CH3:35])=[O:32]. The product is [F:19][C:2]([F:1])([F:18])[C:3]1[CH:4]=[C:5]([C:13]2[N:17]=[CH:16][N:15](/[CH:29]=[CH:30]\[C:31]([O:33][CH:34]([CH3:36])[CH3:35])=[O:32])[N:14]=2)[CH:6]=[C:7]([C:9]([F:10])([F:12])[F:11])[CH:8]=1. (2) The reactants are [S:1]1[CH:5]=[C:4]([CH:6]=O)[C:3]([CH:8]=O)=[CH:2]1.C([NH:13][CH:14](P(OC)(OC)=O)[C:15]([O:17][CH3:18])=[O:16])(=O)C.C1CCN2C(=NCCC2)CC1.S1C=CC=C1.FC(F)(F)C(OC(=O)C(F)(F)F)=O. The catalyst is C(Cl)Cl.C(Cl)(Cl)Cl. The product is [CH:5]1[S:1][CH:2]=[C:3]2[C:4]=1[CH:6]=[C:14]([C:15]([O:17][CH3:18])=[O:16])[N:13]=[CH:8]2. The yield is 0.880.